From a dataset of Reaction yield outcomes from USPTO patents with 853,638 reactions. Predict the reaction yield, written as a fraction of the theoretical maximum amount of product (1.0 means a 100% yield; for example, 0.34 means a 34% yield). (1) The reactants are [Cl:1][C:2]1[N:6]2[CH:7]=[C:8]([C:15]3[CH:19]=[CH:18][O:17][CH:16]=3)[CH:9]=[C:10]([C:11]([F:14])([F:13])[F:12])[C:5]2=[N:4][C:3]=1[C:20]([N:22]1[CH2:27][CH2:26][C@@H:25]([N:28]2[C:32](=[O:33])[CH2:31][O:30][C:29]2=[O:34])[C@H:24]([O:35][Si](C(C)(C)C)(C)C)[CH2:23]1)=[O:21].C1COCC1.CCCC[N+](CCCC)(CCCC)CCCC.[F-]. The catalyst is C1COCC1. The product is [Cl:1][C:2]1[N:6]2[CH:7]=[C:8]([C:15]3[CH:19]=[CH:18][O:17][CH:16]=3)[CH:9]=[C:10]([C:11]([F:14])([F:13])[F:12])[C:5]2=[N:4][C:3]=1[C:20]([N:22]1[CH2:27][CH2:26][C@@H:25]([N:28]2[C:32](=[O:33])[CH2:31][O:30][C:29]2=[O:34])[C@H:24]([OH:35])[CH2:23]1)=[O:21]. The yield is 0.360. (2) The reactants are Cl[C:2]1[N:7]=[CH:6][N:5]=[C:4]([NH:8][C:9]2[CH:17]=[CH:16][C:12]([C:13]([OH:15])=[O:14])=[CH:11][CH:10]=2)[CH:3]=1. The catalyst is CO.[Pd]. The product is [N:7]1[CH:2]=[CH:3][C:4]([NH:8][C:9]2[CH:10]=[CH:11][C:12]([C:13]([OH:15])=[O:14])=[CH:16][CH:17]=2)=[N:5][CH:6]=1. The yield is 0.620. (3) The reactants are [O:1]=[C:2]1[CH:7]=[CH:6][C:5](=[O:8])[C:4]([C:9]([O:11][CH3:12])=[O:10])=[CH:3]1.[CH3:13][O:14][C:15]1[CH:20]=[CH:19][C:18]([CH:21]=[CH:22][CH3:23])=[CH:17][C:16]=1[O:24][CH3:25].C(=O)([O-])O.[Na+]. The catalyst is C(O)(C)C.[Ti](Cl)(Cl)(Cl)Cl.CC(C)[O-].[Ti+4].CC(C)[O-].CC(C)[O-].CC(C)[O-].ClCCl. The product is [CH3:25][O:24][C:16]1[CH:17]=[C:18]([CH:21]2[CH:22]([CH3:23])[C:3]3=[C:4]([C:9]([O:11][CH3:12])=[O:10])[C:5]([OH:8])=[CH:6][CH:7]=[C:2]3[O:1]2)[CH:19]=[CH:20][C:15]=1[O:14][CH3:13]. The yield is 0.820. (4) The reactants are [C:1]([C:3]1[CH:4]=[CH:5][C:6]([O:12][CH:13]([CH3:15])[CH3:14])=[C:7]([CH:11]=1)[C:8]([OH:10])=O)#[N:2].[C:16]1([C:22]2[N:26]=[C:25]([N:27]3[CH2:32][CH2:31][NH:30][CH2:29][CH2:28]3)[S:24][N:23]=2)[CH:21]=[CH:20][CH:19]=[CH:18][CH:17]=1. No catalyst specified. The product is [CH:13]([O:12][C:6]1[CH:5]=[CH:4][C:3]([C:1]#[N:2])=[CH:11][C:7]=1[C:8]([N:30]1[CH2:31][CH2:32][N:27]([C:25]2[S:24][N:23]=[C:22]([C:16]3[CH:21]=[CH:20][CH:19]=[CH:18][CH:17]=3)[N:26]=2)[CH2:28][CH2:29]1)=[O:10])([CH3:15])[CH3:14]. The yield is 0.740. (5) The reactants are [CH3:1][C:2]1[O:6][N:5]=[C:4]([C:7]2[CH:12]=[CH:11][CH:10]=[CH:9][CH:8]=2)[C:3]=1[CH2:13][O:14][C:15]1[CH:23]=[CH:22][C:18]([C:19]([OH:21])=O)=[CH:17][N:16]=1.F[B-](F)(F)F.N1(OC(N(C)C)=[N+](C)C)C2C=CC=CC=2N=N1.C(N(CC)C(C)C)(C)C.[F:55][C:56]([F:60])([F:59])[CH2:57][NH2:58]. The catalyst is CN(C=O)C. The product is [CH3:1][C:2]1[O:6][N:5]=[C:4]([C:7]2[CH:8]=[CH:9][CH:10]=[CH:11][CH:12]=2)[C:3]=1[CH2:13][O:14][C:15]1[CH:23]=[CH:22][C:18]([C:19]([NH:58][CH2:57][C:56]([F:60])([F:59])[F:55])=[O:21])=[CH:17][N:16]=1. The yield is 0.840.